Predict the reaction yield, written as a fraction of the theoretical maximum amount of product (1.0 means a 100% yield; for example, 0.34 means a 34% yield). From a dataset of Reaction yield outcomes from USPTO patents with 853,638 reactions. (1) The reactants are [NH2:1][C@H:2]([CH2:7][OH:8])[C@H:3]([CH2:5][CH3:6])[CH3:4].[CH2:9]1[CH2:15][S:12](=[O:14])(=[O:13])[O:11][CH2:10]1. The catalyst is C1COCC1. The product is [OH:8][CH2:7][C@@H:2]([NH:1][CH2:10][CH2:9][CH2:15][S:12]([OH:14])(=[O:13])=[O:11])[CH:3]([CH3:4])[CH2:5][CH3:6]. The yield is 0.440. (2) The reactants are [NH2:1][C:2]1[C:11]2[C:6](=[C:7](I)[C:8]([F:12])=[CH:9][CH:10]=2)[N:5]=[N:4][C:3]=1[C:14]([NH:16][CH2:17][CH2:18][CH3:19])=[O:15].[F:20][C:21]1[C:26]([O:27][CH3:28])=[CH:25][CH:24]=[CH:23][C:22]=1B(O)O. No catalyst specified. The product is [NH2:1][C:2]1[C:11]2[C:6](=[C:7]([C:22]3[CH:23]=[CH:24][CH:25]=[C:26]([O:27][CH3:28])[C:21]=3[F:20])[C:8]([F:12])=[CH:9][CH:10]=2)[N:5]=[N:4][C:3]=1[C:14]([NH:16][CH2:17][CH2:18][CH3:19])=[O:15]. The yield is 0.290.